Dataset: Peptide-MHC class II binding affinity with 134,281 pairs from IEDB. Task: Regression. Given a peptide amino acid sequence and an MHC pseudo amino acid sequence, predict their binding affinity value. This is MHC class II binding data. (1) The peptide sequence is EKKYFAATQFEPLNA. The MHC is HLA-DPA10201-DPB10501 with pseudo-sequence HLA-DPA10201-DPB10501. The binding affinity (normalized) is 0.803. (2) The peptide sequence is DLPVWLSWQVAKAGL. The MHC is DRB5_0101 with pseudo-sequence DRB5_0101. The binding affinity (normalized) is 0.834. (3) The peptide sequence is KHLAVLVKYEGDTMA. The MHC is HLA-DPA10201-DPB11401 with pseudo-sequence HLA-DPA10201-DPB11401. The binding affinity (normalized) is 0.269.